This data is from Catalyst prediction with 721,799 reactions and 888 catalyst types from USPTO. The task is: Predict which catalyst facilitates the given reaction. (1) Reactant: [CH:1]1([C:4]2[C:5]([C:10]([O:12]C)=[O:11])=[N:6][CH:7]=[CH:8][CH:9]=2)[CH2:3][CH2:2]1.[OH-].[Li+].Cl. Product: [CH:1]1([C:4]2[C:5]([C:10]([OH:12])=[O:11])=[N:6][CH:7]=[CH:8][CH:9]=2)[CH2:2][CH2:3]1. The catalyst class is: 20. (2) Reactant: CN(C)[CH2:3][C:4]1[C:12]2[C:7](=[N:8][CH:9]=[CH:10][CH:11]=2)[N:6]([CH3:13])[C:5]=1[C:14]1[CH:19]=[CH:18][CH:17]=[CH:16][CH:15]=1.C1N2CN3CN(C2)CN1C3.C(O)(=[O:34])CC. Product: [CH3:13][N:6]1[C:7]2=[N:8][CH:9]=[CH:10][CH:11]=[C:12]2[C:4]([CH:3]=[O:34])=[C:5]1[C:14]1[CH:19]=[CH:18][CH:17]=[CH:16][CH:15]=1. The catalyst class is: 2. (3) Reactant: [CH3:1][O:2][C:3]([C@@H:5]([N:13]1[CH2:21][C:17]2[CH:18]=[CH:19][S:20][C:16]=2[CH2:15][CH2:14]1)[C:6]1[CH:7]=[CH:8][CH:9]=[CH:10][C:11]=1[Cl:12])=[O:4].[C:22]1([S:28]([OH:31])(=[O:30])=[O:29])[CH:27]=[CH:26][CH:25]=[CH:24][CH:23]=1. Product: [CH3:1][O:2][C:3]([C@@H:5]([N:13]1[CH2:21][C:17]2[CH:18]=[CH:19][S:20][C:16]=2[CH2:15][CH2:14]1)[C:6]1[C:11]([Cl:12])=[CH:10][CH:9]=[CH:8][CH:7]=1)=[O:4].[CH:25]1[CH:26]=[CH:27][C:22]([S:28]([OH:31])(=[O:30])=[O:29])=[CH:23][CH:24]=1. The catalyst class is: 32. (4) Reactant: [CH3:1][CH2:2][CH2:3][N:4]([C@@H:12]1[CH2:17][C:16]2[CH:18]=[CH:19][CH:20]=[C:21]([OH:22])[C:15]=2[CH2:14][CH2:13]1)[CH2:5][CH2:6][C:7]1[S:11][CH:10]=[CH:9][CH:8]=1.Cl.[OH-].[Na+].P([O-])([O-])([O-])=O.[Na+].[Na+].[Na+]. Product: [CH3:1][CH2:2][CH2:3][N:4]([C@@H:12]1[CH2:17][C:16]2[CH:18]=[CH:19][CH:20]=[C:21]([OH:22])[C:15]=2[CH2:14][CH2:13]1)[CH2:5][CH2:6][C:7]1[S:11][CH:10]=[CH:9][CH:8]=1. The catalyst class is: 8. (5) Reactant: [CH:1]([C:3]1[S:7][C:6]([NH:8][CH2:9][CH2:10][CH2:11][NH:12]C(=O)OC(C)(C)C)=[N:5][CH:4]=1)=[O:2].Cl.C(OCC)C. Product: [NH2:12][CH2:11][CH2:10][CH2:9][NH:8][C:6]1[S:7][C:3]([CH:1]=[O:2])=[CH:4][N:5]=1. The catalyst class is: 2. (6) Reactant: [F:1][C:2]1[C:7]([C:8]2[CH:9]=[C:10]([CH:20]=O)[S:11][C:12]=2[S:13][C:14]2[CH:19]=[CH:18][CH:17]=[CH:16][N:15]=2)=[CH:6][CH:5]=[CH:4][N:3]=1.[CH3:22][NH2:23].CO.CO. Product: [F:1][C:2]1[C:7]([C:8]2[CH:9]=[C:10]([CH2:20][NH:23][CH3:22])[S:11][C:12]=2[S:13][C:14]2[CH:19]=[CH:18][CH:17]=[CH:16][N:15]=2)=[CH:6][CH:5]=[CH:4][N:3]=1. The catalyst class is: 7.